From a dataset of Reaction yield outcomes from USPTO patents with 853,638 reactions. Predict the reaction yield, written as a fraction of the theoretical maximum amount of product (1.0 means a 100% yield; for example, 0.34 means a 34% yield). (1) The reactants are [CH2:1]1[C:10]2[C:5](=[CH:6][CH:7]=[CH:8][CH:9]=2)[CH2:4][CH2:3][N:2]1[CH2:11][C@@H:12]([OH:37])[CH2:13][NH:14][C:15]([C:17]1[CH:22]=[CH:21][N:20]=[C:19]([NH:23][CH:24]2[CH2:29][CH2:28][N:27](C(OC(C)(C)C)=O)[CH2:26][CH2:25]2)[CH:18]=1)=[O:16].[ClH:38]. The catalyst is C(Cl)Cl. The product is [ClH:38].[CH2:1]1[C:10]2[C:5](=[CH:6][CH:7]=[CH:8][CH:9]=2)[CH2:4][CH2:3][N:2]1[CH2:11][C@@H:12]([OH:37])[CH2:13][NH:14][C:15](=[O:16])[C:17]1[CH:22]=[CH:21][N:20]=[C:19]([NH:23][CH:24]2[CH2:29][CH2:28][NH:27][CH2:26][CH2:25]2)[CH:18]=1. The yield is 0.854. (2) The reactants are [Cl:1][C:2]1[CH:3]=[CH:4][C:5]([O:23][CH2:24][C:25]2[CH:30]=[CH:29][C:28]([C:31]([F:34])([F:33])[F:32])=[CH:27][CH:26]=2)=[C:6]([C:8]2(O)[C:16]3[C:11](=[CH:12][C:13]([C:17]([F:20])([F:19])[F:18])=[CH:14][CH:15]=3)[NH:10][C:9]2=[O:21])[CH:7]=1.C(N(S(F)(F)[F:41])CC)C. The catalyst is C(Cl)Cl. The product is [Cl:1][C:2]1[CH:3]=[CH:4][C:5]([O:23][CH2:24][C:25]2[CH:30]=[CH:29][C:28]([C:31]([F:34])([F:33])[F:32])=[CH:27][CH:26]=2)=[C:6]([C:8]2([F:41])[C:16]3[C:11](=[CH:12][C:13]([C:17]([F:20])([F:19])[F:18])=[CH:14][CH:15]=3)[NH:10][C:9]2=[O:21])[CH:7]=1. The yield is 0.770.